From a dataset of Catalyst prediction with 721,799 reactions and 888 catalyst types from USPTO. Predict which catalyst facilitates the given reaction. Reactant: C([BH3-])#N.[Na+].[NH:5]1[CH2:10][CH2:9][CH:8]([CH2:11][C:12]([O:14][CH2:15][CH3:16])=[O:13])[CH2:7][CH2:6]1.C(O[C:20]1(O[Si](C)(C)C)[CH2:22][CH2:21]1)C.C(O)(=O)C. Product: [CH2:15]([O:14][C:12](=[O:13])[CH2:11][CH:8]1[CH2:9][CH2:10][N:5]([CH:20]2[CH2:22][CH2:21]2)[CH2:6][CH2:7]1)[CH3:16]. The catalyst class is: 36.